This data is from TCR-epitope binding with 47,182 pairs between 192 epitopes and 23,139 TCRs. The task is: Binary Classification. Given a T-cell receptor sequence (or CDR3 region) and an epitope sequence, predict whether binding occurs between them. (1) The epitope is LLDFVRFMGV. The TCR CDR3 sequence is CASSLDPRRSGWTEAFF. Result: 0 (the TCR does not bind to the epitope). (2) The epitope is VLWAHGFEL. The TCR CDR3 sequence is CATRTRTYNEQFF. Result: 1 (the TCR binds to the epitope). (3) The epitope is ALSKGVHFV. The TCR CDR3 sequence is CAISESSSGGYEQYF. Result: 0 (the TCR does not bind to the epitope).